Dataset: Reaction yield outcomes from USPTO patents with 853,638 reactions. Task: Predict the reaction yield, written as a fraction of the theoretical maximum amount of product (1.0 means a 100% yield; for example, 0.34 means a 34% yield). (1) The reactants are [Br:1][C:2]1[N:7]=[C:6]([CH:8]=[O:9])[CH:5]=[CH:4][CH:3]=1.[CH:10]([C:12]([CH3:14])=[O:13])=[CH2:11]. The catalyst is [Br-].C([N+]1C(C)=C(CCO)SC=1)C.C(O)C.C(N(CC)CC)C.[Cl-].[NH4+]. The product is [Br:1][C:2]1[N:7]=[C:6]([C:8](=[O:9])[CH2:11][CH2:10][C:12](=[O:13])[CH3:14])[CH:5]=[CH:4][CH:3]=1. The yield is 0.850. (2) The reactants are Br[C:2]1[CH:11]=[C:10]2[C:5]([CH2:6][CH:7]([CH3:26])[N:8]([C:12]3[CH:17]=[C:16]([N:18]4[CH2:23][CH2:22][N:21]([CH3:24])[CH2:20][CH2:19]4)[N:15]=[C:14]([NH2:25])[N:13]=3)[CH2:9]2)=[CH:4][CH:3]=1.CC1(C)C(C)(C)OB([C:35]2[CH2:36][CH2:37][N:38]([C:41]([O:43][C:44]([CH3:47])([CH3:46])[CH3:45])=[O:42])[CH2:39][CH:40]=2)O1.[B].ClCCl.C(=O)([O-])[O-].[K+].[K+].O. The catalyst is O1CCOCC1.C(OCC)(=O)C. The product is [NH2:25][C:14]1[N:13]=[C:12]([N:8]2[CH:7]([CH3:26])[CH2:6][C:5]3[C:10](=[CH:11][C:2]([C:35]4[CH2:40][CH2:39][N:38]([C:41]([O:43][C:44]([CH3:47])([CH3:46])[CH3:45])=[O:42])[CH2:37][CH:36]=4)=[CH:3][CH:4]=3)[CH2:9]2)[CH:17]=[C:16]([N:18]2[CH2:23][CH2:22][N:21]([CH3:24])[CH2:20][CH2:19]2)[N:15]=1. The yield is 0.975. (3) The reactants are [BH4-].[Na+].[C:3]([C:5]1[CH:6]=[C:7]([CH:29]=[CH:30][C:31]=1[C:32]([F:35])([F:34])[F:33])[O:8][C:9]1[CH:14]=[CH:13][C:12]([N:15]2[C:23]3[C:18](=[CH:19][CH:20]=[CH:21][CH:22]=3)[C:17]([C:24](=[O:28])[C:25]([NH2:27])=[O:26])=[CH:16]2)=[CH:11][CH:10]=1)#[N:4]. The catalyst is CCO.C1COCC1. The product is [C:3]([C:5]1[CH:6]=[C:7]([CH:29]=[CH:30][C:31]=1[C:32]([F:35])([F:33])[F:34])[O:8][C:9]1[CH:10]=[CH:11][C:12]([N:15]2[C:23]3[C:18](=[CH:19][CH:20]=[CH:21][CH:22]=3)[C:17]([CH:24]([OH:28])[C:25]([NH2:27])=[O:26])=[CH:16]2)=[CH:13][CH:14]=1)#[N:4]. The yield is 0.700. (4) The catalyst is O1CCCC1.C(OCC)(=O)C.C1C=CC([P]([Pd]([P](C2C=CC=CC=2)(C2C=CC=CC=2)C2C=CC=CC=2)([P](C2C=CC=CC=2)(C2C=CC=CC=2)C2C=CC=CC=2)[P](C2C=CC=CC=2)(C2C=CC=CC=2)C2C=CC=CC=2)(C2C=CC=CC=2)C2C=CC=CC=2)=CC=1. The reactants are [Br:1][C:2]1[CH:3]=[N:4][C:5](I)=[N:6][CH:7]=1.[CH2:9]([Zn]CC)[CH3:10]. The yield is 0.730. The product is [Br:1][C:2]1[CH:3]=[N:4][C:5]([CH2:9][CH3:10])=[N:6][CH:7]=1. (5) The reactants are COCCN(S(F)(F)[F:11])CCOC.[Br:14][C:15]1[CH:16]=[CH:17][C:18]([Cl:24])=[C:19]([CH:21](O)[CH3:22])[CH:20]=1. The catalyst is ClCCl.O. The product is [Br:14][C:15]1[CH:16]=[CH:17][C:18]([Cl:24])=[C:19]([CH:21]([F:11])[CH3:22])[CH:20]=1. The yield is 0.658. (6) The yield is 0.710. The product is [NH2:1][C:2]1[C:7]([O:8][CH3:9])=[CH:6][C:5]([B:11]2[O:15][C:14]([CH3:17])([CH3:16])[C:13]([CH3:19])([CH3:18])[O:12]2)=[CH:4][N:3]=1. The reactants are [NH2:1][C:2]1[C:7]([O:8][CH3:9])=[CH:6][C:5](Br)=[CH:4][N:3]=1.[B:11]1([B:11]2[O:15][C:14]([CH3:17])([CH3:16])[C:13]([CH3:19])([CH3:18])[O:12]2)[O:15][C:14]([CH3:17])([CH3:16])[C:13]([CH3:19])([CH3:18])[O:12]1.C([O-])(=O)C.[K+]. The catalyst is O1CCOCC1.C1C=CC(/C=C/C(/C=C/C2C=CC=CC=2)=O)=CC=1.C1C=CC(/C=C/C(/C=C/C2C=CC=CC=2)=O)=CC=1.C1C=CC(/C=C/C(/C=C/C2C=CC=CC=2)=O)=CC=1.[Pd].[Pd].C1(P(C2CCCCC2)C2CCCCC2)CCCCC1. (7) The reactants are [CH:1]1([C:4]2[C:5]([NH:24][S:25]([CH3:28])(=[O:27])=[O:26])=[CH:6][C:7]3[O:11][C:10]([C:12]4[CH:17]=[CH:16][C:15]([F:18])=[CH:14][CH:13]=4)=[C:9]([C:19]([NH:21][CH3:22])=[O:20])[C:8]=3[CH:23]=2)[CH2:3][CH2:2]1.[F:29][CH:30]([F:41])[C:31]1[CH:36]=[C:35](F)[CH:34]=[CH:33][C:32]=1[N+:38]([O-:40])=[O:39].C([O-])([O-])=O.[K+].[K+]. The catalyst is CN(P(N(C)C)(N(C)C)=O)C.CCOC(C)=O.O. The product is [CH:1]1([C:4]2[C:5]([N:24]([C:35]3[CH:34]=[CH:33][C:32]([N+:38]([O-:40])=[O:39])=[C:31]([CH:30]([F:29])[F:41])[CH:36]=3)[S:25]([CH3:28])(=[O:27])=[O:26])=[CH:6][C:7]3[O:11][C:10]([C:12]4[CH:17]=[CH:16][C:15]([F:18])=[CH:14][CH:13]=4)=[C:9]([C:19]([NH:21][CH3:22])=[O:20])[C:8]=3[CH:23]=2)[CH2:3][CH2:2]1. The yield is 0.970. (8) The reactants are Cl[C:2]1[C:7]2[S:8][C:9]3[N:10]=[C:11]([N:22]4[CH2:27][CH2:26][O:25][CH2:24][CH2:23]4)[C:12]4[CH2:13][N:14]([CH3:21])[C:15]([CH3:20])([CH3:19])[CH2:16][C:17]=4[C:18]=3[C:6]=2[N:5]=[CH:4][N:3]=1.[N:28]1([CH2:34][CH2:35][NH2:36])[CH2:33][CH2:32][O:31][CH2:30][CH2:29]1. The catalyst is C(O)C. The product is [CH3:20][C:15]1([CH3:19])[N:14]([CH3:21])[CH2:13][C:12]2[C:11]([N:22]3[CH2:23][CH2:24][O:25][CH2:26][CH2:27]3)=[N:10][C:9]3[S:8][C:7]4[C:6](=[N:5][CH:4]=[N:3][C:2]=4[NH:36][CH2:35][CH2:34][N:28]4[CH2:33][CH2:32][O:31][CH2:30][CH2:29]4)[C:18]=3[C:17]=2[CH2:16]1. The yield is 0.530.